Dataset: NCI-60 drug combinations with 297,098 pairs across 59 cell lines. Task: Regression. Given two drug SMILES strings and cell line genomic features, predict the synergy score measuring deviation from expected non-interaction effect. Drug 1: C1=CC(=CC=C1CCC2=CNC3=C2C(=O)NC(=N3)N)C(=O)NC(CCC(=O)O)C(=O)O. Drug 2: CC1=C(C(=CC=C1)Cl)NC(=O)C2=CN=C(S2)NC3=CC(=NC(=N3)C)N4CCN(CC4)CCO. Cell line: RPMI-8226. Synergy scores: CSS=36.5, Synergy_ZIP=1.17, Synergy_Bliss=-0.666, Synergy_Loewe=-0.0284, Synergy_HSA=1.62.